This data is from Reaction yield outcomes from USPTO patents with 853,638 reactions. The task is: Predict the reaction yield, written as a fraction of the theoretical maximum amount of product (1.0 means a 100% yield; for example, 0.34 means a 34% yield). (1) The reactants are [ClH:1].C(O)C.C([N:12]1[CH2:19][C:16]2([CH2:18][CH2:17]2)[N:15]([C:20](=[O:25])[C:21]([F:24])([F:23])[F:22])[CH2:14][CH2:13]1)C1C=CC=CC=1.[H][H]. The catalyst is [C].[Pd].C(O)C. The product is [ClH:1].[F:24][C:21]([F:22])([F:23])[C:20]([N:15]1[CH2:14][CH2:13][NH:12][CH2:19][C:16]21[CH2:18][CH2:17]2)=[O:25]. The yield is 0.830. (2) The reactants are [CH2:1]([O:8][C:9]([N:11]1[CH2:15][CH2:14][CH2:13][C@H:12]1[C:16]1[N:17]=[C:18]2[C:23](Br)=[CH:22][CH:21]=[CH:20][N:19]2[CH:25]=1)=[O:10])[C:2]1[CH:7]=[CH:6][CH:5]=[CH:4][CH:3]=1.[C:26]1(B(O)O)[C:35]2[C:30](=[CH:31][CH:32]=[CH:33][CH:34]=2)[CH:29]=[CH:28][CH:27]=1.C(=O)([O-])[O-].[K+].[K+]. The catalyst is C1C=CC([P]([Pd]([P](C2C=CC=CC=2)(C2C=CC=CC=2)C2C=CC=CC=2)([P](C2C=CC=CC=2)(C2C=CC=CC=2)C2C=CC=CC=2)[P](C2C=CC=CC=2)(C2C=CC=CC=2)C2C=CC=CC=2)(C2C=CC=CC=2)C2C=CC=CC=2)=CC=1. The product is [C:34]1([C:23]2[C:18]3[N:19]([CH:25]=[C:16]([C@@H:12]4[CH2:13][CH2:14][CH2:15][N:11]4[C:9]([O:8][CH2:1][C:2]4[CH:7]=[CH:6][CH:5]=[CH:4][CH:3]=4)=[O:10])[N:17]=3)[CH:20]=[CH:21][CH:22]=2)[C:35]2[C:30](=[CH:29][CH:28]=[CH:27][CH:26]=2)[CH:31]=[CH:32][CH:33]=1. The yield is 0.660.